Dataset: Full USPTO retrosynthesis dataset with 1.9M reactions from patents (1976-2016). Task: Predict the reactants needed to synthesize the given product. (1) Given the product [Br:20][CH2:12][C:5]1[C:6]([C:8]([O:10][CH3:11])=[O:9])=[N:7][C:2]([Cl:1])=[CH:3][CH:4]=1, predict the reactants needed to synthesize it. The reactants are: [Cl:1][C:2]1[N:7]=[C:6]([C:8]([O:10][CH3:11])=[O:9])[C:5]([CH3:12])=[CH:4][CH:3]=1.C1C(=O)N([Br:20])C(=O)C1.CC(N=NC(C#N)(C)C)(C#N)C. (2) The reactants are: [CH3:1][N:2]([CH3:15])[C:3](=[O:14])[CH2:4][CH2:5][CH2:6][C:7]1[CH:12]=[CH:11][C:10]([NH2:13])=[CH:9][CH:8]=1.[C:16]1(=O)[CH2:19][CH2:18][CH2:17]1.[Si]([C:25]#[N:26])(C)(C)C. Given the product [CH3:15][N:2]([CH3:1])[C:3](=[O:14])[CH2:4][CH2:5][CH2:6][C:7]1[CH:8]=[CH:9][C:10]([NH:13][C:16]2([C:25]#[N:26])[CH2:19][CH2:18][CH2:17]2)=[CH:11][CH:12]=1, predict the reactants needed to synthesize it. (3) Given the product [Br:1][CH2:2][C:3]([O:24][CH2:6][CH2:7][CH2:8][CH2:9][CH2:10][CH2:11][CH2:12][CH2:13]/[CH:14]=[CH:15]\[CH2:16][CH2:17][CH2:18][CH2:19][CH2:20][CH2:21][CH2:22][CH3:23])=[O:4], predict the reactants needed to synthesize it. The reactants are: [Br:1][CH2:2][C:3](Br)=[O:4].[CH2:6]([OH:24])[CH2:7][CH2:8][CH2:9][CH2:10][CH2:11][CH2:12][CH2:13]/[CH:14]=[CH:15]\[CH2:16][CH2:17][CH2:18][CH2:19][CH2:20][CH2:21][CH2:22][CH3:23].C(N(C(C)C)CC)(C)C. (4) Given the product [CH2:7]([N:6]([C:5]1[CH:15]=[CH:16][CH:2]=[CH:3][C:4]=1[CH:24]=[CH:25][CH:26]=[O:27])[CH2:11][CH2:12][CH2:13][CH3:14])[CH2:8][CH2:9][CH3:10], predict the reactants needed to synthesize it. The reactants are: Br[C:2]1[CH:16]=[CH:15][C:5]([N:6]([CH2:11][CH2:12][CH2:13][CH3:14])[CH2:7][CH2:8][CH2:9][CH3:10])=[CH:4][CH:3]=1.C([Li])(C)(C)C.CN(C)[CH:24]=[CH:25][CH:26]=[O:27].